This data is from hERG Central: cardiac toxicity at 1µM, 10µM, and general inhibition. The task is: Predict hERG channel inhibition at various concentrations. The molecule is Cc1cc(C)nc(/N=C(\N)N(Cc2ccccc2)Cc2ccccc2)n1. Results: hERG_inhib (hERG inhibition (general)): blocker.